From a dataset of Forward reaction prediction with 1.9M reactions from USPTO patents (1976-2016). Predict the product of the given reaction. (1) Given the reactants [F:1][C:2]1[CH:34]=[CH:33][C:5]([CH2:6][CH2:7][C:8]2[CH:16]=[CH:15][C:14]([CH:17]([O:25][CH2:26][CH2:27][N:28]3[CH:32]=[CH:31][N:30]=[CH:29]3)[C:18]3[CH:23]=[CH:22][C:21]([F:24])=[CH:20][CH:19]=3)=[CH:13][C:9]=2[C:10](O)=[O:11])=[CH:4][CH:3]=1.C(Cl)CCl.ON1C2N=CC=CC=2N=N1.[NH2:49][C@@H:50]([CH2:64][CH2:65][S:66][CH3:67])[C:51]([O:53][C:54]([CH2:57][N:58]1[CH2:63][CH2:62][O:61][CH2:60][CH2:59]1)([CH3:56])[CH3:55])=[O:52], predict the reaction product. The product is: [F:1][C:2]1[CH:3]=[CH:4][C:5]([CH2:6][CH2:7][C:8]2[CH:16]=[CH:15][C:14]([CH:17]([O:25][CH2:26][CH2:27][N:28]3[CH:32]=[CH:31][N:30]=[CH:29]3)[C:18]3[CH:23]=[CH:22][C:21]([F:24])=[CH:20][CH:19]=3)=[CH:13][C:9]=2[C:10]([NH:49][C@@H:50]([CH2:64][CH2:65][S:66][CH3:67])[C:51]([O:53][C:54]([CH2:57][N:58]2[CH2:59][CH2:60][O:61][CH2:62][CH2:63]2)([CH3:56])[CH3:55])=[O:52])=[O:11])=[CH:33][CH:34]=1. (2) The product is: [C:1]([O:5][C:6](=[O:13])[N:7]([CH2:17][C:16]1[CH:19]=[CH:20][CH:21]=[CH:22][C:15]=1[F:14])[N:8]1[CH:12]=[CH:11][CH:10]=[CH:9]1)([CH3:4])([CH3:2])[CH3:3]. Given the reactants [C:1]([O:5][C:6](=[O:13])[NH:7][N:8]1[CH:12]=[CH:11][CH:10]=[CH:9]1)([CH3:4])([CH3:3])[CH3:2].[F:14][C:15]1[CH:22]=[CH:21][CH:20]=[CH:19][C:16]=1[CH2:17]Cl.[H-].[Na+], predict the reaction product. (3) Given the reactants [CH:1]1([CH:6]([C:21]2[CH:26]=[CH:25][C:24]([CH2:27][N:28]3[C:33](=[O:34])[CH2:32][O:31][C:30]([C:35]4[CH:40]=[CH:39][CH:38]=[CH:37][CH:36]=4)=[N:29]3)=[CH:23][CH:22]=2)[C:7]([NH:9][C:10]2[CH:15]=[CH:14][C:13](/[CH:16]=[CH:17]/[C:18]([OH:20])=[O:19])=[CH:12][CH:11]=2)=[O:8])[CH2:5][CH2:4][CH2:3][CH2:2]1, predict the reaction product. The product is: [CH:1]1([CH:6]([C:21]2[CH:26]=[CH:25][C:24]([CH2:27][N:28]3[C:33](=[O:34])[CH2:32][O:31][C:30]([C:35]4[CH:40]=[CH:39][CH:38]=[CH:37][CH:36]=4)=[N:29]3)=[CH:23][CH:22]=2)[C:7]([NH:9][C:10]2[CH:11]=[CH:12][C:13]([CH2:16][CH2:17][C:18]([OH:20])=[O:19])=[CH:14][CH:15]=2)=[O:8])[CH2:2][CH2:3][CH2:4][CH2:5]1. (4) Given the reactants [F:1][C:2]([F:41])([F:40])[C@@H:3]([NH:10][C@@H:11]([CH2:35][C:36]([F:39])([CH3:38])[CH3:37])[C:12]([NH:14][C@@H:15]([CH2:33][CH3:34])[CH2:16][NH:17][C:18]1[CH:30]=[CH:29][C:21]([O:22][CH:23]([CH3:28])[C:24]([O:26]C)=[O:25])=[CH:20][C:19]=1[O:31][CH3:32])=[O:13])[C:4]1[CH:9]=[CH:8][CH:7]=[CH:6][CH:5]=1.[OH-].C[Sn+](C)C, predict the reaction product. The product is: [F:1][C:2]([F:40])([F:41])[C@@H:3]([NH:10][C@@H:11]([CH2:35][C:36]([F:39])([CH3:37])[CH3:38])[C:12]([NH:14][C@@H:15]([CH2:33][CH3:34])[CH2:16][NH:17][C:18]1[CH:30]=[CH:29][C:21]([O:22][CH:23]([CH3:28])[C:24]([OH:26])=[O:25])=[CH:20][C:19]=1[O:31][CH3:32])=[O:13])[C:4]1[CH:5]=[CH:6][CH:7]=[CH:8][CH:9]=1. (5) Given the reactants Br[C:2]1[C:7]2=[CH:8][N:9]([C:11]3[C:18]([Cl:19])=[CH:17][CH:16]=[CH:15][C:12]=3[C:13]#[N:14])[N:10]=[C:6]2[C:5]([F:20])=[CH:4][N:3]=1.[NH2:21][C:22]1[N:27]=[CH:26][N:25]=[C:24]([CH:28]([OH:30])[CH3:29])[CH:23]=1.CC1(C)C2C(=C(P(C3C=CC=CC=3)C3C=CC=CC=3)C=CC=2)OC2C(P(C3C=CC=CC=3)C3C=CC=CC=3)=CC=CC1=2.C(=O)([O-])[O-].[Cs+].[Cs+], predict the reaction product. The product is: [Cl:19][C:18]1[C:11]([N:9]2[CH:8]=[C:7]3[C:2]([NH:21][C:22]4[CH:23]=[C:24]([CH:28]([OH:30])[CH3:29])[N:25]=[CH:26][N:27]=4)=[N:3][CH:4]=[C:5]([F:20])[C:6]3=[N:10]2)=[C:12]([CH:15]=[CH:16][CH:17]=1)[C:13]#[N:14]. (6) Given the reactants [NH:1]1[CH:5]=[C:4]([CH2:6][CH2:7][CH2:8][C:9]([OH:11])=O)[N:3]=[N:2]1.C(N(CC)CC)C.C1(P(Cl)(C2C=CC=CC=2)=O)C=CC=CC=1.Cl.[NH2:35][CH:36]1[CH2:41][CH2:40][N:39]([C:42]([O:44][CH2:45][C:46]2[CH:51]=[C:50]([Cl:52])[CH:49]=[C:48]([Cl:53])[CH:47]=2)=[O:43])[CH2:38][CH2:37]1, predict the reaction product. The product is: [NH:1]1[CH:5]=[C:4]([CH2:6][CH2:7][CH2:8][C:9]([NH:35][CH:36]2[CH2:37][CH2:38][N:39]([C:42]([O:44][CH2:45][C:46]3[CH:51]=[C:50]([Cl:52])[CH:49]=[C:48]([Cl:53])[CH:47]=3)=[O:43])[CH2:40][CH2:41]2)=[O:11])[N:3]=[N:2]1. (7) Given the reactants Br[C:2]1[N:7]2[CH:8]=[CH:9][N:10]=[C:6]2[CH:5]=[C:4]([CH3:11])[CH:3]=1.[CH3:12][O-:13].[Na+], predict the reaction product. The product is: [CH3:12][O:13][C:2]1[N:7]2[CH:8]=[CH:9][N:10]=[C:6]2[CH:5]=[C:4]([CH3:11])[CH:3]=1. (8) Given the reactants NS(N)(=O)=O.Cl[CH2:7][CH2:8][CH2:9][S:10]([N:13]1[CH2:18][CH2:17][CH:16]([C:19]2[C:27]3[C:22](=[C:23]([C:34]([NH2:36])=[O:35])[CH:24]=[C:25]([C:28]4[CH:33]=[CH:32][CH:31]=[CH:30][CH:29]=4)[CH:26]=3)[NH:21][CH:20]=2)[CH2:15][CH2:14]1)(=[O:12])=[O:11].[NH2:37][CH:38]1[CH2:43][CH2:42][N:41]([C:44]([O:46][C:47]([CH3:50])([CH3:49])[CH3:48])=[O:45])[CH2:40][CH2:39]1.C([O-])([O-])=O.[K+].[K+].[I-].[Na+], predict the reaction product. The product is: [NH2:36][C:34]([C:23]1[CH:24]=[C:25]([C:28]2[CH:33]=[CH:32][CH:31]=[CH:30][CH:29]=2)[CH:26]=[C:27]2[C:22]=1[NH:21][CH:20]=[C:19]2[CH:16]1[CH2:17][CH2:18][N:13]([S:10]([CH2:9][CH2:8][CH2:7][NH:37][CH:38]2[CH2:39][CH2:40][N:41]([C:44]([O:46][C:47]([CH3:50])([CH3:49])[CH3:48])=[O:45])[CH2:42][CH2:43]2)(=[O:12])=[O:11])[CH2:14][CH2:15]1)=[O:35]. (9) Given the reactants [NH2:1][C:2]1[CH:3]=[CH:4][C:5]([O:12][CH2:13][CH2:14][CH:15]([C:22]2[CH:27]=[CH:26][CH:25]=[CH:24][CH:23]=2)[C:16]2[CH:21]=[CH:20][CH:19]=[CH:18][CH:17]=2)=[C:6]([C:8](=[O:11])[CH2:9][CH3:10])[CH:7]=1.[CH3:28][O:29][C:30]1[CH:31]=[C:32]([N:38]=[C:39]=[O:40])[CH:33]=[CH:34][C:35]=1[O:36][CH3:37], predict the reaction product. The product is: [CH3:28][O:29][C:30]1[CH:31]=[C:32]([NH:38][C:39]([NH:1][C:2]2[CH:3]=[CH:4][C:5]([O:12][CH2:13][CH2:14][CH:15]([C:16]3[CH:17]=[CH:18][CH:19]=[CH:20][CH:21]=3)[C:22]3[CH:23]=[CH:24][CH:25]=[CH:26][CH:27]=3)=[C:6]([C:8](=[O:11])[CH2:9][CH3:10])[CH:7]=2)=[O:40])[CH:33]=[CH:34][C:35]=1[O:36][CH3:37].